Dataset: Forward reaction prediction with 1.9M reactions from USPTO patents (1976-2016). Task: Predict the product of the given reaction. (1) Given the reactants [Cl:1][C:2]1[C:7](=[O:8])[N:6]([CH3:9])[CH:5]=[C:4]([NH:10][CH:11]([C:31]2[CH:36]=[CH:35][C:34]([Cl:37])=[CH:33][CH:32]=2)[C:12]2[C:13]([C:28](O)=[O:29])=[N:14][N:15]([C:18]3[C:19]([O:26][CH3:27])=[N:20][C:21]([O:24][CH3:25])=[N:22][CH:23]=3)[C:16]=2[CH3:17])[CH:3]=1, predict the reaction product. The product is: [Cl:1][C:2]1[C:7](=[O:8])[N:6]([CH3:9])[CH:5]=[C:4]([N:10]2[CH:11]([C:31]3[CH:36]=[CH:35][C:34]([Cl:37])=[CH:33][CH:32]=3)[C:12]3[C:13](=[N:14][N:15]([C:18]4[C:19]([O:26][CH3:27])=[N:20][C:21]([O:24][CH3:25])=[N:22][CH:23]=4)[C:16]=3[CH3:17])[C:28]2=[O:29])[CH:3]=1. (2) Given the reactants [N+:1]([C:4]1[CH:13]=[CH:12][CH:11]=[C:10]2[C:5]=1[CH:6]=[CH:7][C:8](Cl)=[N:9]2)([O-])=O.[CH3:15][C:16]1[O:20][C:19]([CH2:21][NH2:22])=[CH:18][CH:17]=1.[NH:23]1[CH:27]=[C:26]([CH:28]=O)[N:25]=[N:24]1, predict the reaction product. The product is: [CH3:15][C:16]1[O:20][C:19]([CH2:21][NH:22][C:8]2[CH:7]=[CH:6][C:5]3[C:4]([NH:1][CH2:28][C:26]4[NH:25][N:24]=[N:23][CH:27]=4)=[CH:13][CH:12]=[CH:11][C:10]=3[N:9]=2)=[CH:18][CH:17]=1. (3) Given the reactants [CH3:1][O:2][C:3]1[CH:4]=[C:5]([C:13]2[N:22]=[C:21]([C:23](O)=[O:24])[C:20]3[C:15](=[CH:16][CH:17]=[CH:18][CH:19]=3)[N:14]=2)[CH:6]=[C:7]([O:11][CH3:12])[C:8]=1[O:9][CH3:10].Cl.[CH3:27][O:28][C:29]1[CH:38]=[C:37]([O:39][CH3:40])[CH:36]=[C:35]2[C:30]=1[CH2:31][CH2:32][NH:33][CH2:34]2, predict the reaction product. The product is: [CH3:12][O:11][C:7]1[CH:6]=[C:5]([C:13]2[N:22]=[C:21]([C:23]([N:33]3[CH2:32][CH2:31][C:30]4[C:35](=[CH:36][C:37]([O:39][CH3:40])=[CH:38][C:29]=4[O:28][CH3:27])[CH2:34]3)=[O:24])[C:20]3[C:15](=[CH:16][CH:17]=[CH:18][CH:19]=3)[N:14]=2)[CH:4]=[C:3]([O:2][CH3:1])[C:8]=1[O:9][CH3:10]. (4) Given the reactants [NH2:1][C:2]1[CH:7]=[C:6]([Cl:8])[CH:5]=[CH:4][C:3]=1[OH:9].[CH3:10]C1C=CC(S(O)(=O)=O)=CC=1.CC(OO)=O, predict the reaction product. The product is: [Cl:8][C:6]1[CH:5]=[CH:4][C:3]2[O:9][CH:10]=[N:1][C:2]=2[CH:7]=1. (5) Given the reactants [Si:1]([O:18][CH2:19][C:20]1[C:25]([N:26]2[CH2:31][C@H:30]([CH3:32])[O:29][C@H:28]([CH3:33])[CH2:27]2)=[C:24]([Cl:34])[C:23]([F:35])=[CH:22][CH:21]=1)([C:14]([CH3:17])([CH3:16])[CH3:15])([C:8]1[CH:13]=[CH:12][CH:11]=[CH:10][CH:9]=1)[C:2]1[CH:7]=[CH:6][CH:5]=[CH:4][CH:3]=1.[S:36]1[CH:40]=[CH:39][N:38]=[C:37]1[CH:41]=[O:42].[Li]N1C(C)(C)CCCC1(C)C, predict the reaction product. The product is: [Si:1]([O:18][CH2:19][C:20]1[C:25]([N:26]2[CH2:31][C@H:30]([CH3:32])[O:29][C@H:28]([CH3:33])[CH2:27]2)=[C:24]([Cl:34])[C:23]([F:35])=[C:22]([CH:41]([C:37]2[S:36][CH:40]=[CH:39][N:38]=2)[OH:42])[CH:21]=1)([C:14]([CH3:16])([CH3:17])[CH3:15])([C:2]1[CH:7]=[CH:6][CH:5]=[CH:4][CH:3]=1)[C:8]1[CH:13]=[CH:12][CH:11]=[CH:10][CH:9]=1. (6) Given the reactants C(OP([CH2:9][C:10]1[CH:19]=[CH:18][C:17]2[C:12](=[CH:13][C:14]([C:21]([P:24]([O:29][CH2:30][CH3:31])([O:26][CH2:27][CH3:28])=[O:25])([F:23])[F:22])=[C:15]([Br:20])[CH:16]=2)[CH:11]=1)(=O)OCC)C.[CH:32]([C:34]1[CH:35]=[C:36]([CH:41]=[CH:42][CH:43]=1)[C:37]([O:39][CH3:40])=[O:38])=O.CC(C)([O-])C.[K+], predict the reaction product. The product is: [Br:20][C:15]1[CH:16]=[C:17]2[C:12](=[CH:13][C:14]=1[C:21]([P:24]([O:26][CH2:27][CH3:28])([O:29][CH2:30][CH3:31])=[O:25])([F:23])[F:22])[CH:11]=[C:10](/[CH:9]=[CH:32]/[C:34]1[CH:35]=[C:36]([CH:41]=[CH:42][CH:43]=1)[C:37]([O:39][CH3:40])=[O:38])[CH:19]=[CH:18]2. (7) Given the reactants [NH2:1][C:2]1[CH:3]=[C:4]([CH:35]=[CH:36][CH:37]=1)[CH2:5][O:6][C:7]1[CH:12]=[CH:11][C:10]([C@@H:13]([C:30]2[CH:34]=[CH:33][O:32][N:31]=2)[CH2:14][C:15]([N:17]2[C@@H:21]([CH2:22][C:23]3[CH:28]=[CH:27][CH:26]=[CH:25][CH:24]=3)[CH2:20][O:19][C:18]2=[O:29])=[O:16])=[CH:9][CH:8]=1.[F:38][C:39]([F:50])([F:49])[C:40]1[CH:48]=[CH:47][C:43]([C:44](Cl)=[O:45])=[CH:42][CH:41]=1, predict the reaction product. The product is: [CH2:22]([C@H:21]1[CH2:20][O:19][C:18](=[O:29])[N:17]1[C:15](=[O:16])[CH2:14][C@@H:13]([C:10]1[CH:11]=[CH:12][C:7]([O:6][CH2:5][C:4]2[CH:3]=[C:2]([NH:1][C:44](=[O:45])[C:43]3[CH:47]=[CH:48][C:40]([C:39]([F:38])([F:49])[F:50])=[CH:41][CH:42]=3)[CH:37]=[CH:36][CH:35]=2)=[CH:8][CH:9]=1)[C:30]1[CH:34]=[CH:33][O:32][N:31]=1)[C:23]1[CH:28]=[CH:27][CH:26]=[CH:25][CH:24]=1. (8) Given the reactants [C:9](O[C:9]([O:11][C:12]([CH3:15])([CH3:14])[CH3:13])=[O:10])([O:11][C:12]([CH3:15])([CH3:14])[CH3:13])=[O:10].[CH2:16]([O:18][C:19]([C:21]1[N:22]=[C:23]([NH2:26])[S:24][CH:25]=1)=[O:20])[CH3:17], predict the reaction product. The product is: [CH2:16]([O:18][C:19]([C:21]1[N:22]=[C:23]([NH:26][C:9]([O:11][C:12]([CH3:13])([CH3:14])[CH3:15])=[O:10])[S:24][CH:25]=1)=[O:20])[CH3:17]. (9) The product is: [CH3:25][O:24][C:8]1[C:9]2[C:10]3[C:11](=[N:12][NH:13][CH:14]=3)[C:2]([NH:36][C:35]3[CH:34]=[CH:33][C:32]([N:29]4[CH2:30][CH2:31][O:26][CH2:27][CH2:28]4)=[CH:38][CH:37]=3)=[N:3][C:4]=2[CH:5]=[CH:6][CH:7]=1. Given the reactants Cl[C:2]1[C:11]2=[N:12][N:13](CC3C=CC(OC)=CC=3)[CH:14]=[C:10]2[C:9]2[C:8]([O:24][CH3:25])=[CH:7][CH:6]=[CH:5][C:4]=2[N:3]=1.[O:26]1[CH2:31][CH2:30][N:29]([C:32]2[CH:38]=[CH:37][C:35]([NH2:36])=[CH:34][CH:33]=2)[CH2:28][CH2:27]1.Cl, predict the reaction product. (10) Given the reactants [OH:1][C:2]1[CH:3]=[C:4]2[C:8](=[CH:9][CH:10]=1)[NH:7][C:6]([C:11]([OH:13])=[O:12])=[CH:5]2.[Cl-].[CH:15](=[N+:22]([CH3:24])[CH3:23])[C:16]1[CH:21]=[CH:20][CH:19]=[CH:18][CH:17]=1, predict the reaction product. The product is: [CH3:23][N:22]([CH:15]([C:16]1[CH:21]=[CH:20][CH:19]=[CH:18][CH:17]=1)[C:5]1[C:4]2[C:8](=[CH:9][CH:10]=[C:2]([OH:1])[CH:3]=2)[NH:7][C:6]=1[C:11]([OH:13])=[O:12])[CH3:24].